This data is from Full USPTO retrosynthesis dataset with 1.9M reactions from patents (1976-2016). The task is: Predict the reactants needed to synthesize the given product. (1) The reactants are: C[Al](C)C.[CH3:5][O:6][C:7]1[CH:8]=[C:9]([CH2:15][CH2:16][C:17]2[CH:18]=[C:19]([NH2:22])[NH:20][N:21]=2)[CH:10]=[C:11]([O:13][CH3:14])[CH:12]=1.[CH3:23][O:24][CH2:25][CH:26]1[NH:31][CH2:30][CH2:29][N:28]([C:32]2[N:37]=[CH:36][C:35]([C:38](OC)=[O:39])=[CH:34][N:33]=2)[CH2:27]1.Cl. Given the product [CH3:14][O:13][C:11]1[CH:10]=[C:9]([CH2:15][CH2:16][C:17]2[CH:18]=[C:19]([NH:22][C:38]([C:35]3[CH:34]=[N:33][C:32]([N:28]4[CH2:29][CH2:30][NH:31][CH:26]([CH2:25][O:24][CH3:23])[CH2:27]4)=[N:37][CH:36]=3)=[O:39])[NH:20][N:21]=2)[CH:8]=[C:7]([O:6][CH3:5])[CH:12]=1, predict the reactants needed to synthesize it. (2) Given the product [CH3:19][O:18][C:16](=[O:17])[CH:15]([CH:20]1[CH2:25][CH2:24][CH:23]([NH:26][C:27]([O:29][C:30]([CH3:33])([CH3:32])[CH3:31])=[O:28])[CH2:22][CH2:21]1)[NH:14][C:12]([C:3]1[C:2]([NH:1][C:35]([NH:34][C:37]2[C:38]([CH3:45])=[CH:39][C:40]([CH3:44])=[CH:41][C:42]=2[CH3:43])=[O:36])=[CH:11][C:10]2[C:5](=[CH:6][CH:7]=[CH:8][CH:9]=2)[CH:4]=1)=[O:13], predict the reactants needed to synthesize it. The reactants are: [NH2:1][C:2]1[C:3]([C:12]([NH:14][CH:15]([CH:20]2[CH2:25][CH2:24][CH:23]([NH:26][C:27]([O:29][C:30]([CH3:33])([CH3:32])[CH3:31])=[O:28])[CH2:22][CH2:21]2)[C:16]([O:18][CH3:19])=[O:17])=[O:13])=[CH:4][C:5]2[C:10]([CH:11]=1)=[CH:9][CH:8]=[CH:7][CH:6]=2.[N:34]([C:37]1[C:42]([CH3:43])=[CH:41][C:40]([CH3:44])=[CH:39][C:38]=1[CH3:45])=[C:35]=[O:36].